From a dataset of Full USPTO retrosynthesis dataset with 1.9M reactions from patents (1976-2016). Predict the reactants needed to synthesize the given product. (1) Given the product [ClH:42].[F:35][C:10]1[C:11]([CH2:25][NH:26][CH3:27])=[CH:12][N:13]([S:14]([C:17]2[CH:22]=[CH:21][CH:20]=[C:19]([O:23][CH3:24])[CH:18]=2)(=[O:16])=[O:15])[C:9]=1[C:8]1[C:3]([C:1]#[N:2])=[N:4][CH:5]=[CH:6][CH:7]=1, predict the reactants needed to synthesize it. The reactants are: [C:1]([C:3]1[C:8]([C:9]2[N:13]([S:14]([C:17]3[CH:22]=[CH:21][CH:20]=[C:19]([O:23][CH3:24])[CH:18]=3)(=[O:16])=[O:15])[CH:12]=[C:11]([CH2:25][N:26](C)[C:27](=O)OC(C)(C)C)[C:10]=2[F:35])=[CH:7][CH:6]=[CH:5][N:4]=1)#[N:2].C(OCC)(=O)C.[ClH:42]. (2) Given the product [Cl:1][C:2]1[CH:7]=[CH:6][N:5]=[C:4]2[NH:8][C:9]([C:11]3[CH2:16][CH2:15][N:14]([C:17]([O:19][C:20]([CH3:23])([CH3:22])[CH3:21])=[O:18])[CH2:13][CH:12]=3)=[CH:10][C:3]=12, predict the reactants needed to synthesize it. The reactants are: [Cl:1][C:2]1[CH:7]=[CH:6][N:5]=[C:4]2[N:8](S(C3C=CC(C)=CC=3)(=O)=O)[C:9]([C:11]3[CH2:16][CH2:15][N:14]([C:17]([O:19][C:20]([CH3:23])([CH3:22])[CH3:21])=[O:18])[CH2:13][CH:12]=3)=[CH:10][C:3]=12.[OH-].[Na+]. (3) Given the product [CH2:17]([N:24]1[C:33](=[O:34])[C:32]2[C:27](=[CH:28][C:29]([O:36][CH3:37])=[C:30]([O:35][CH:14]3[CH2:15][CH2:16][C:11]4([O:10][CH2:9][CH2:8][O:7]4)[CH2:12][CH2:13]3)[CH:31]=2)[N:26]=[CH:25]1)[C:18]1[CH:19]=[CH:20][CH:21]=[CH:22][CH:23]=1, predict the reactants needed to synthesize it. The reactants are: C(=O)([O-])[O-].[K+].[K+].[O:7]1[C:11]2([CH2:16][CH2:15][CH2:14][CH2:13][CH2:12]2)[O:10][CH2:9][CH2:8]1.[CH2:17]([N:24]1[C:33](=[O:34])[C:32]2[C:27](=[CH:28][C:29]([O:36][CH3:37])=[C:30]([OH:35])[CH:31]=2)[N:26]=[CH:25]1)[C:18]1[CH:23]=[CH:22][CH:21]=[CH:20][CH:19]=1.O. (4) Given the product [CH3:20][N:17]1[C:5]2[C:6]([O:8][C@@H:9]([C@H:11]3[CH2:15][NH:14][C:13](=[O:16])[CH2:12]3)[CH3:10])=[N:7][C:2]([C:27]3[CH:26]=[C:25]4[C:30](=[CH:29][CH:28]=3)[N:22]([CH3:21])[N:23]=[CH:24]4)=[CH:3][C:4]=2[N:19]=[CH:18]1, predict the reactants needed to synthesize it. The reactants are: Cl[C:2]1[N:7]=[C:6]([O:8][C@@H:9]([C@H:11]2[CH2:15][NH:14][C:13](=[O:16])[CH2:12]2)[CH3:10])[C:5]2[N:17]([CH3:20])[CH:18]=[N:19][C:4]=2[CH:3]=1.[CH3:21][N:22]1[C:30]2[C:25](=[CH:26][C:27](B(O)O)=[CH:28][CH:29]=2)[CH:24]=[N:23]1. (5) Given the product [CH3:1][O:2][C:3]([C:5]1([CH2:11][S:15][C:13](=[O:16])[CH3:14])[CH2:10][CH2:9][CH2:8][CH2:7][CH2:6]1)=[O:4], predict the reactants needed to synthesize it. The reactants are: [CH3:1][O:2][C:3]([C:5]1([CH2:11]I)[CH2:10][CH2:9][CH2:8][CH2:7][CH2:6]1)=[O:4].[C:13]([O-:16])(=[S:15])[CH3:14].[K+].O. (6) Given the product [CH:1]1([C:7]2[CH:8]=[CH:9][C:10]([NH:13][C:27](=[O:28])[C@H:26]([NH:30][C:63]([NH:62][C:59]3[CH:60]=[CH:61][C:56]([O:55][CH2:48][C:49]4[CH:50]=[CH:51][CH:52]=[CH:53][CH:54]=4)=[CH:57][CH:58]=3)=[O:64])[CH2:25][CH2:24][CH2:23][CH2:22][NH2:21])=[CH:11][CH:12]=2)[CH2:2][CH2:3][CH2:4][CH2:5][CH2:6]1, predict the reactants needed to synthesize it. The reactants are: [CH:1]1([C:7]2[CH:12]=[CH:11][C:10]([NH2:13])=[CH:9][CH:8]=2)[CH2:6][CH2:5][CH2:4][CH2:3][CH2:2]1.C(OC([NH:21][CH2:22][CH2:23][CH2:24][CH2:25][C@@H:26]([NH:30]C(OCC1C2C=CC=CC=2C2C1=CC=CC=2)=O)[C:27](O)=[O:28])=O)(C)(C)C.[CH2:48]([O:55][C:56]1[CH:61]=[CH:60][C:59]([N:62]=[C:63]=[O:64])=[CH:58][CH:57]=1)[C:49]1[CH:54]=[CH:53][CH:52]=[CH:51][CH:50]=1. (7) Given the product [S:3]1[CH:7]=[CH:6][CH:5]=[C:4]1[C:8]1[CH:13]=[CH:12][CH:11]=[CH:10][C:9]=1[NH:14][C:15]([C:17]1[CH:18]=[C:19]([C:23]2[CH:28]=[CH:27][C:26]([OH:29])=[CH:25][C:24]=2[OH:31])[CH:20]=[CH:21][CH:22]=1)=[O:16], predict the reactants needed to synthesize it. The reactants are: N#N.[S:3]1[CH:7]=[CH:6][CH:5]=[C:4]1[C:8]1[CH:13]=[CH:12][CH:11]=[CH:10][C:9]=1[NH:14][C:15]([C:17]1[CH:18]=[C:19]([C:23]2[CH:28]=[CH:27][C:26]([O:29]C)=[CH:25][C:24]=2[O:31]C)[CH:20]=[CH:21][CH:22]=1)=[O:16].B(Br)(Br)Br.